This data is from Full USPTO retrosynthesis dataset with 1.9M reactions from patents (1976-2016). The task is: Predict the reactants needed to synthesize the given product. (1) Given the product [C:15]([O:18][C:19]([N:5]1[C@@H:6]([CH2:11][CH2:12][CH3:13])[CH2:7][C:8](=[O:10])[CH2:9][C@H:4]1[CH2:1][CH2:2][CH3:3])=[O:20])([CH3:17])([CH3:16])[CH3:14], predict the reactants needed to synthesize it. The reactants are: [CH2:1]([C@@H:4]1[CH2:9][C:8](=[O:10])[CH2:7][C@H:6]([CH2:11][CH2:12][CH3:13])[NH:5]1)[CH2:2][CH3:3].[CH3:14][C:15]([O:18][C:19](O[C:19]([O:18][C:15]([CH3:17])([CH3:16])[CH3:14])=[O:20])=[O:20])([CH3:17])[CH3:16].O. (2) The reactants are: [CH3:1][CH2:2][CH:3](P(OCC)(OCC)=O)[C:4]([O:6][CH2:7][CH3:8])=[O:5].[H-].[Na+].[CH3:19][C:20]([CH3:22])=O. Given the product [CH2:7]([O:6][C:4](=[O:5])[C:3]([CH2:2][CH3:1])=[C:20]([CH3:22])[CH3:19])[CH3:8], predict the reactants needed to synthesize it. (3) Given the product [CH3:1][O:2][C:3]([C:5]1[C:10]2[O:11][CH2:12][CH2:13][CH2:14][CH2:15][C:9]=2[CH:8]=[C:7]([C:20]2[CH:21]=[C:22]([C:24](=[O:27])[NH:25][CH3:26])[CH:23]=[C:18]([F:17])[CH:19]=2)[CH:6]=1)=[O:4], predict the reactants needed to synthesize it. The reactants are: [CH3:1][O:2][C:3]([C:5]1[C:10]2[O:11][CH2:12][CH2:13][CH2:14][CH2:15][C:9]=2[CH:8]=[C:7](Br)[CH:6]=1)=[O:4].[F:17][C:18]1[CH:19]=[C:20](B(O)O)[CH:21]=[C:22]([C:24](=[O:27])[NH:25][CH3:26])[CH:23]=1.C(=O)([O-])[O-].[Na+].[Na+]. (4) Given the product [NH2:56][C:58](=[O:59])[CH:8]([NH:9][C:51]([C:44]1[C:45]2[C:50](=[CH:49][CH:48]=[CH:47][CH:46]=2)[N:42]([CH2:41][CH2:40][CH2:39][CH2:38][C:37]([O:36][CH2:34][CH3:35])=[O:54])[N:43]=1)=[O:53])[CH:7]([CH3:6])[CH3:14], predict the reactants needed to synthesize it. The reactants are: CCN=C=N[CH2:6][CH2:7][CH2:8][N:9](C)C.Cl.Cl.[CH:14]1C=C2N=NN(O)C2=CC=1.O.CCN(C(C)C)C(C)C.[CH2:34]([O:36][C:37](=[O:54])[CH2:38][CH2:39][CH2:40][CH2:41][N:42]1[C:50]2[C:45](=[CH:46][CH:47]=[CH:48][CH:49]=2)[C:44]([C:51]([OH:53])=O)=[N:43]1)[CH3:35].C[N:56]([CH:58]=[O:59])C. (5) The reactants are: [Cl:1][C:2]1[CH:3]=[C:4]2[C:9](=[C:10](I)[CH:11]=1)[N:8]=[CH:7][N:6]=[C:5]2[NH2:13].[CH3:14][N:15](C)C=O. Given the product [NH2:13][C:5]1[C:4]2[C:9](=[C:10]([C:14]#[N:15])[CH:11]=[C:2]([Cl:1])[CH:3]=2)[N:8]=[CH:7][N:6]=1, predict the reactants needed to synthesize it.